From a dataset of Forward reaction prediction with 1.9M reactions from USPTO patents (1976-2016). Predict the product of the given reaction. (1) Given the reactants [Cl:1][C:2]1[C:3]([C:19]#[N:20])=[N:4][C:5]([C:12]2[CH:17]=[CH:16][CH:15]=[C:14]([F:18])[CH:13]=2)=[C:6]([CH:11]=1)[C:7]([O:9][CH3:10])=[O:8], predict the reaction product. The product is: [NH2:20][CH2:19][C:3]1[C:2]([Cl:1])=[CH:11][C:6]([C:7]([O:9][CH3:10])=[O:8])=[C:5]([C:12]2[CH:17]=[CH:16][CH:15]=[C:14]([F:18])[CH:13]=2)[N:4]=1. (2) Given the reactants CS(O[CH2:6][CH2:7][N:8]1[C:12](=[O:13])[C:11]2[CH:14]=[C:15]([Br:17])[S:16][C:10]=2[C:9]1([CH3:19])[CH3:18])(=O)=O.[CH2:20]1[C:22]2([CH2:28][NH:27][CH2:26][CH2:25][O:24][CH2:23]2)[CH2:21]1, predict the reaction product. The product is: [Br:17][C:15]1[S:16][C:10]2[C:9]([CH3:19])([CH3:18])[N:8]([CH2:7][CH2:6][N:27]3[CH2:28][C:22]4([CH2:20][CH2:21]4)[CH2:23][O:24][CH2:25][CH2:26]3)[C:12](=[O:13])[C:11]=2[CH:14]=1.